From a dataset of Peptide-MHC class I binding affinity with 185,985 pairs from IEDB/IMGT. Regression. Given a peptide amino acid sequence and an MHC pseudo amino acid sequence, predict their binding affinity value. This is MHC class I binding data. (1) The MHC is HLA-A02:01 with pseudo-sequence HLA-A02:01. The peptide sequence is QRLLPAALA. The binding affinity (normalized) is 0. (2) The peptide sequence is RVVDLYIGR. The MHC is HLA-B58:01 with pseudo-sequence HLA-B58:01. The binding affinity (normalized) is 0.0847. (3) The MHC is Mamu-A07 with pseudo-sequence Mamu-A07. The peptide sequence is RQTALFLLKL. The binding affinity (normalized) is 0.275. (4) The peptide sequence is ASEELMDKY. The MHC is HLA-B08:02 with pseudo-sequence HLA-B08:02. The binding affinity (normalized) is 0.0847. (5) The peptide sequence is ALCRWGLLLA. The MHC is HLA-A02:01 with pseudo-sequence HLA-A02:01. The binding affinity (normalized) is 0.544. (6) The peptide sequence is LGKAYAQMW. The MHC is HLA-B57:01 with pseudo-sequence HLA-B57:01. The binding affinity (normalized) is 0.507. (7) The binding affinity (normalized) is 0.0847. The MHC is HLA-B08:02 with pseudo-sequence HLA-B08:02. The peptide sequence is KYYNDILKL.